Dataset: Full USPTO retrosynthesis dataset with 1.9M reactions from patents (1976-2016). Task: Predict the reactants needed to synthesize the given product. (1) Given the product [CH3:11][C:9]1([CH3:10])[C:5]([CH3:4])([CH3:23])[O:6][B:7]([C:12]2[CH:22]=[CH:21][C:15]([O:16][CH2:17][CH:18]([OH:19])[CH3:20])=[CH:14][CH:13]=2)[O:8]1, predict the reactants needed to synthesize it. The reactants are: C(O)C.[CH3:4][C:5]1([CH3:23])[C:9]([CH3:11])([CH3:10])[O:8][B:7]([C:12]2[CH:22]=[CH:21][C:15]([O:16][CH2:17][C:18]([CH3:20])=[O:19])=[CH:14][CH:13]=2)[O:6]1.[BH4-].[Na+]. (2) Given the product [CH2:18]([N:15]1[C:16]2[CH:17]=[C:9]3[N:8]=[C:7]([C:3]4[C:2]([NH:1][C:29]([C:28]5[O:24][N:25]=[CH:26][CH:27]=5)=[O:30])=[CH:6][NH:5][N:4]=4)[NH:23][C:10]3=[CH:11][C:12]=2[C:13]([CH3:22])([CH3:21])[C:14]1=[O:20])[CH3:19], predict the reactants needed to synthesize it. The reactants are: [NH2:1][C:2]1[C:3]([C:7]2[NH:23][C:10]3=[CH:11][C:12]4[C:13]([CH3:22])([CH3:21])[C:14](=[O:20])[N:15]([CH2:18][CH3:19])[C:16]=4[CH:17]=[C:9]3[N:8]=2)=[N:4][NH:5][CH:6]=1.[O:24]1[C:28]([C:29](Cl)=[O:30])=[CH:27][CH:26]=[N:25]1. (3) Given the product [Cl:25][C:19]1[C:18]([CH3:26])=[C:17]([C:14]2[CH:15]=[CH:16][N:12]([CH2:11][C@@H:10]([NH:9][C:7]([C:5]3[N:6]=[C:2]([NH:32][CH2:31][CH2:30][O:29][CH3:28])[O:3][CH:4]=3)=[O:8])[CH3:27])[N:13]=2)[CH:22]=[CH:21][C:20]=1[C:23]#[N:24], predict the reactants needed to synthesize it. The reactants are: Br[C:2]1[O:3][CH:4]=[C:5]([C:7]([NH:9][C@@H:10]([CH3:27])[CH2:11][N:12]2[CH:16]=[CH:15][C:14]([C:17]3[CH:22]=[CH:21][C:20]([C:23]#[N:24])=[C:19]([Cl:25])[C:18]=3[CH3:26])=[N:13]2)=[O:8])[N:6]=1.[CH3:28][O:29][CH2:30][CH2:31][NH2:32]. (4) Given the product [CH2:7]([O:14][C:15]1[CH:16]=[CH:17][C:18]([NH:21][CH2:22][C:24]2[CH:25]=[C:26]3[C:31](=[CH:32][CH:33]=2)[N:30]=[CH:29][CH:28]=[CH:27]3)=[CH:19][CH:20]=1)[C:8]1[CH:9]=[CH:10][CH:11]=[CH:12][CH:13]=1, predict the reactants needed to synthesize it. The reactants are: [H-].[Al+3].[Li+].[H-].[H-].[H-].[CH2:7]([O:14][C:15]1[CH:20]=[CH:19][C:18]([NH:21][C:22]([C:24]2[CH:25]=[C:26]3[C:31](=[CH:32][CH:33]=2)[N:30]=[CH:29][CH:28]=[CH:27]3)=O)=[CH:17][CH:16]=1)[C:8]1[CH:13]=[CH:12][CH:11]=[CH:10][CH:9]=1.O(C1SC(CNC(C2C=C3CCNC3=NC=2)=O)=CC=1)C1C=CC=CC=1.[Cl-].[NH4+]. (5) Given the product [ClH:1].[CH2:22]([CH:10]1[CH2:11][NH:12][CH2:13][CH2:14][NH:9]1)[CH3:23], predict the reactants needed to synthesize it. The reactants are: [ClH:1].C([N:9]1[CH2:14][CH2:13][N:12](CC2C=CC=CC=2)[CH2:11][CH:10]1[CH:22]=[CH2:23])C1C=CC=CC=1.